Regression. Given a peptide amino acid sequence and an MHC pseudo amino acid sequence, predict their binding affinity value. This is MHC class I binding data. From a dataset of Peptide-MHC class I binding affinity with 185,985 pairs from IEDB/IMGT. (1) The peptide sequence is IQTPTKLMNK. The MHC is HLA-A02:03 with pseudo-sequence HLA-A02:03. The binding affinity (normalized) is 0. (2) The peptide sequence is GELRKAICL. The MHC is HLA-B08:03 with pseudo-sequence HLA-B08:03. The binding affinity (normalized) is 0.0847. (3) The binding affinity (normalized) is 0.0599. The peptide sequence is KLFSYGTLI. The MHC is HLA-B15:01 with pseudo-sequence HLA-B15:01. (4) The peptide sequence is PIQKETWETW. The MHC is HLA-B53:01 with pseudo-sequence HLA-B53:01. The binding affinity (normalized) is 0.313. (5) The peptide sequence is CFTSLVWAPLILA. The MHC is HLA-A02:03 with pseudo-sequence HLA-A02:03. The binding affinity (normalized) is 0.168. (6) The peptide sequence is AYIDNYNKV. The MHC is Patr-A0401 with pseudo-sequence Patr-A0401. The binding affinity (normalized) is 0. (7) The peptide sequence is YHLGGIEGL. The MHC is HLA-B39:01 with pseudo-sequence HLA-B39:01. The binding affinity (normalized) is 0.657. (8) The peptide sequence is YDINQMLNCV. The MHC is Mamu-B01 with pseudo-sequence Mamu-B01. The binding affinity (normalized) is 0.159.